This data is from Full USPTO retrosynthesis dataset with 1.9M reactions from patents (1976-2016). The task is: Predict the reactants needed to synthesize the given product. (1) The reactants are: ClC(Cl)(O[C:5](=[O:11])OC(Cl)(Cl)Cl)Cl.[CH3:13][N:14]1[CH2:19][CH2:18][NH:17][CH2:16][CH2:15]1.CCN(C(C)C)C(C)C.[CH3:29][C:30]([CH3:41])([O:32][C:33]([N:35]1[CH2:40][CH2:39][NH:38][CH2:37][CH2:36]1)=[O:34])[CH3:31]. Given the product [CH3:31][C:30]([CH3:41])([O:32][C:33]([N:35]1[CH2:36][CH2:37][N:38]([C:5]([N:17]2[CH2:18][CH2:19][N:14]([CH3:13])[CH2:15][CH2:16]2)=[O:11])[CH2:39][CH2:40]1)=[O:34])[CH3:29], predict the reactants needed to synthesize it. (2) Given the product [Cl:3][C:4]1[N:9]=[C:8]([N:10]2[CH2:15][CH2:14][O:13][CH2:12][C@H:11]2[CH3:16])[CH:7]=[C:6]([C:17]2([S:18]([CH:21]([CH3:23])[CH3:22])(=[O:20])=[O:19])[CH2:26][CH2:25]2)[N:5]=1, predict the reactants needed to synthesize it. The reactants are: [OH-].[Na+].[Cl:3][C:4]1[N:9]=[C:8]([N:10]2[CH2:15][CH2:14][O:13][CH2:12][C@H:11]2[CH3:16])[CH:7]=[C:6]([CH2:17][S:18]([CH:21]([CH3:23])[CH3:22])(=[O:20])=[O:19])[N:5]=1.Br[CH2:25][CH2:26]Br.CCOC(C)=O. (3) Given the product [N:29]([C:10]1[C:9]([S:8][CH2:1][C:2]2[CH:7]=[CH:6][CH:5]=[CH:4][CH:3]=2)=[CH:18][C:13]([C:14]([O:16][CH3:17])=[O:15])=[C:12]([NH:19][C:20]2[CH:25]=[CH:24][CH:23]=[CH:22][C:21]=2[F:26])[C:11]=1[F:27])=[N+:30]=[N-:31], predict the reactants needed to synthesize it. The reactants are: [CH2:1]([S:8][C:9]1[C:10](F)=[C:11]([F:27])[C:12]([NH:19][C:20]2[CH:25]=[CH:24][CH:23]=[CH:22][C:21]=2[F:26])=[C:13]([CH:18]=1)[C:14]([O:16][CH3:17])=[O:15])[C:2]1[CH:7]=[CH:6][CH:5]=[CH:4][CH:3]=1.[N-:29]=[N+:30]=[N-:31]. (4) Given the product [CH3:1][O:2][C:3]1[CH:4]=[C:5]([C:11]2[CH:16]=[CH:15][N:14]=[C:13]3[N:17]([S:32]([C:30]4[CH:29]=[CH:28][CH:27]=[C:26]5[C:31]=4[N:22]=[CH:23][CH:24]=[CH:25]5)(=[O:33])=[O:34])[CH:18]=[CH:19][C:12]=23)[CH:6]=[CH:7][C:8]=1[O:9][CH3:10], predict the reactants needed to synthesize it. The reactants are: [CH3:1][O:2][C:3]1[CH:4]=[C:5]([C:11]2[CH:16]=[CH:15][N:14]=[C:13]3[NH:17][CH:18]=[CH:19][C:12]=23)[CH:6]=[CH:7][C:8]=1[O:9][CH3:10].[OH-].[Na+].[N:22]1[C:31]2[C:26](=[CH:27][CH:28]=[CH:29][C:30]=2[S:32](Cl)(=[O:34])=[O:33])[CH:25]=[CH:24][CH:23]=1.C(Cl)Cl.